This data is from Forward reaction prediction with 1.9M reactions from USPTO patents (1976-2016). The task is: Predict the product of the given reaction. (1) Given the reactants Br[C:2]1[C:3]2[C:7]([CH:8]=[CH:9][CH:10]=1)=[N:6][N:5]([CH3:11])[CH:4]=2.[CH2:12]([OH:15])[C:13]#[CH:14], predict the reaction product. The product is: [CH3:11][N:5]1[CH:4]=[C:3]2[C:7]([CH:8]=[CH:9][CH:10]=[C:2]2[C:14]#[C:13][CH2:12][OH:15])=[N:6]1. (2) Given the reactants [CH3:1][CH:2]([CH3:32])[CH2:3][CH2:4][N:5]([CH2:21][C:22]1[CH:31]=[CH:30][C:25]([C:26](OC)=[O:27])=[CH:24][CH:23]=1)[C:6]1[S:7][CH:8]=[C:9]([C:11]2[CH:16]=[CH:15][C:14]([C:17]([F:20])([F:19])[F:18])=[CH:13][CH:12]=2)[N:10]=1.C1(C)C=CC=CC=1.[H-].C([Al+]CC(C)C)C(C)C.O.O.O.O.O.O.O.O.O.O.[O-]S([O-])(=O)=O.[Na+].[Na+], predict the reaction product. The product is: [CH3:1][CH:2]([CH3:32])[CH2:3][CH2:4][N:5]([CH2:21][C:22]1[CH:23]=[CH:24][C:25]([CH2:26][OH:27])=[CH:30][CH:31]=1)[C:6]1[S:7][CH:8]=[C:9]([C:11]2[CH:12]=[CH:13][C:14]([C:17]([F:20])([F:19])[F:18])=[CH:15][CH:16]=2)[N:10]=1. (3) Given the reactants C[Si](C)(C)[O-].[K+].[C:7]([N:11]1[CH2:15][C@@H:14]([C:16]2[CH:21]=[CH:20][C:19]([F:22])=[CH:18][C:17]=2[F:23])[C@H:13]([C:24]([N:26]2[CH2:31][CH2:30][CH:29]([C:32]3[CH:37]=[CH:36][C:35]([Cl:38])=[CH:34][C:33]=3[CH2:39][C:40]([O:42]C)=[O:41])[CH2:28][CH2:27]2)=[O:25])[CH2:12]1)([CH3:10])([CH3:9])[CH3:8], predict the reaction product. The product is: [C:7]([N:11]1[CH2:15][C@@H:14]([C:16]2[CH:21]=[CH:20][C:19]([F:22])=[CH:18][C:17]=2[F:23])[C@H:13]([C:24]([N:26]2[CH2:27][CH2:28][CH:29]([C:32]3[CH:37]=[CH:36][C:35]([Cl:38])=[CH:34][C:33]=3[CH2:39][C:40]([OH:42])=[O:41])[CH2:30][CH2:31]2)=[O:25])[CH2:12]1)([CH3:10])([CH3:8])[CH3:9]. (4) Given the reactants C[O:2][C:3]1[CH:10]=[CH:9][C:6]([CH:7]=[O:8])=[C:5]([CH3:11])[C:4]=1[CH3:12].B(Br)(Br)Br, predict the reaction product. The product is: [OH:2][C:3]1[CH:10]=[CH:9][C:6]([CH:7]=[O:8])=[C:5]([CH3:11])[C:4]=1[CH3:12]. (5) Given the reactants [Cl:1][C:2]1[CH:7]=[CH:6][CH:5]=[CH:4][C:3]=1[C:8]1[CH:17]=[C:16]([CH:18]2[CH2:25][CH2:24][C:21]3([O:23][CH2:22]3)[CH2:20][CH2:19]2)[CH:15]=[C:14]2[C:9]=1[CH2:10][N:11]([CH2:35][C:36]1[CH:41]=CC(OC)=[CH:38][CH:37]=1)[C:12](=[O:34])[N:13]2[C:26]1[C:31]([Cl:32])=[CH:30][CH:29]=[CH:28][C:27]=1[Cl:33].[CH:44]([NH2:47])([CH3:46])[CH3:45].C[CH2:49][O:50][C:51]([CH3:53])=O, predict the reaction product. The product is: [Cl:1][C:2]1[CH:7]=[CH:6][CH:5]=[CH:4][C:3]=1[C:8]1[CH:17]=[C:16]([CH:18]2[CH2:25][CH2:24][C:21]([OH:23])([CH2:22][NH:47][CH:44]([CH3:46])[CH3:45])[CH2:20][CH2:19]2)[CH:15]=[C:14]2[C:9]=1[CH2:10][N:11]([CH2:35][C:36]1[CH:41]=[CH:53][C:51]([O:50][CH3:49])=[CH:38][CH:37]=1)[C:12](=[O:34])[N:13]2[C:26]1[C:31]([Cl:32])=[CH:30][CH:29]=[CH:28][C:27]=1[Cl:33]. (6) Given the reactants [NH2:1]/[C:2](=[N:15]\O)/[C:3]([NH:6][C:7]([C:9]1[O:10][C:11]([CH3:14])=[N:12][N:13]=1)=[O:8])([CH3:5])[CH3:4].[C:17]([C:23]([O:25][CH3:26])=[O:24])#[C:18][C:19](OC)=[O:20].C([O:31]C)(C)(C)C, predict the reaction product. The product is: [CH3:14][C:11]1[O:10][C:9]([C:7]([NH:6][C:3]([C:2]2[NH:1][C:19](=[O:20])[C:18]([OH:31])=[C:17]([C:23]([O:25][CH3:26])=[O:24])[N:15]=2)([CH3:5])[CH3:4])=[O:8])=[N:13][N:12]=1. (7) Given the reactants Br[C:2]1[C:7](=[O:8])[N:6]([CH2:9][C:10]2[CH:15]=[CH:14][C:13]([C:16]3[C:17]([C:22]#[N:23])=[CH:18][CH:19]=[CH:20][CH:21]=3)=[CH:12][CH:11]=2)[C:5]([CH2:24][CH2:25][CH2:26][CH3:27])=[N:4][C:3]=1[CH3:28].[CH:29]([O:32][C:33]1[CH:38]=[CH:37][C:36](B(O)O)=[CH:35][CH:34]=1)([CH3:31])[CH3:30], predict the reaction product. The product is: [CH2:24]([C:5]1[N:6]([CH2:9][C:10]2[CH:15]=[CH:14][C:13]([C:16]3[C:17]([C:22]#[N:23])=[CH:18][CH:19]=[CH:20][CH:21]=3)=[CH:12][CH:11]=2)[C:7](=[O:8])[C:2]([C:36]2[CH:37]=[CH:38][C:33]([O:32][CH:29]([CH3:31])[CH3:30])=[CH:34][CH:35]=2)=[C:3]([CH3:28])[N:4]=1)[CH2:25][CH2:26][CH3:27].